Dataset: Reaction yield outcomes from USPTO patents with 853,638 reactions. Task: Predict the reaction yield, written as a fraction of the theoretical maximum amount of product (1.0 means a 100% yield; for example, 0.34 means a 34% yield). (1) The reactants are [NH2:1][C:2]1[CH:30]=[CH:29][C:5]([O:6][C:7]2[CH:12]=[CH:11][N:10]=[C:9]3[CH:13]=[C:14]([C:16]4[CH:17]=[N:18][N:19]([CH2:21][CH2:22][N:23]5[CH2:27][CH2:26][CH2:25][C:24]5=[O:28])[CH:20]=4)[S:15][C:8]=23)=[C:4]([F:31])[CH:3]=1.[N:32]1[CH:37]=[CH:36][CH:35]=C[CH:33]=1.ClC(OC1C=CC=CC=1)=[O:40].C1(N)CC1. The catalyst is CN(C=O)C. The product is [CH:37]1([NH:32][C:33]([NH:1][C:2]2[CH:30]=[CH:29][C:5]([O:6][C:7]3[CH:12]=[CH:11][N:10]=[C:9]4[CH:13]=[C:14]([C:16]5[CH:17]=[N:18][N:19]([CH2:21][CH2:22][N:23]6[CH2:27][CH2:26][CH2:25][C:24]6=[O:28])[CH:20]=5)[S:15][C:8]=34)=[C:4]([F:31])[CH:3]=2)=[O:40])[CH2:35][CH2:36]1. The yield is 0.530. (2) The reactants are [Cl:1][C:2]1[CH:7]=[CH:6][C:5]([O:8][C:9]2[CH:14]=[CH:13][C:12](I)=[CH:11][C:10]=2[O:16][CH3:17])=[CH:4][C:3]=1[Cl:18].C([O-])(=O)C.[K+].[CH3:24][C:25]1([CH3:41])[C:29]([CH3:31])([CH3:30])[O:28][B:27]([B:27]2[O:28][C:29]([CH3:31])([CH3:30])[C:25]([CH3:41])([CH3:24])[O:26]2)[O:26]1. The catalyst is O1CCOCC1.C1C=CC(P(C2C=CC=CC=2)[C-]2C=CC=C2)=CC=1.C1C=CC(P(C2C=CC=CC=2)[C-]2C=CC=C2)=CC=1.Cl[Pd]Cl.[Fe+2]. The product is [Cl:18][C:3]1[CH:4]=[C:5]([CH:6]=[CH:7][C:2]=1[Cl:1])[O:8][C:9]1[CH:14]=[CH:13][C:12]([B:27]2[O:28][C:29]([CH3:31])([CH3:30])[C:25]([CH3:41])([CH3:24])[O:26]2)=[CH:11][C:10]=1[O:16][CH3:17]. The yield is 0.110. (3) The reactants are [C:1]([O:4][C:5]1[CH:6]=[C:7]2[C:12](=[CH:13][C:14]=1[O:15][CH3:16])[N:11]=[CH:10][NH:9][C:8]2=O)(=[O:3])[CH3:2].O=P(Cl)(Cl)[Cl:20]. No catalyst specified. The product is [C:1]([O:4][C:5]1[CH:6]=[C:7]2[C:12](=[CH:13][C:14]=1[O:15][CH3:16])[N:11]=[CH:10][N:9]=[C:8]2[Cl:20])(=[O:3])[CH3:2]. The yield is 0.700. (4) The yield is 0.646. The catalyst is C(O)(C(F)(F)F)=O. The reactants are [F:1][C:2]([F:42])([F:41])[C@H:3]([N:28]1[CH2:32][CH2:31][C@H:30]([NH:33]C(=O)OC(C)(C)C)[CH2:29]1)[C:4]1[CH:5]=[CH:6][C:7]2[N:8]([C:10]([C:13]3[CH:22]=[CH:21][C:20]4[C:15](=[CH:16][C:17]([O:24][CH:25]([CH3:27])[CH3:26])=[C:18]([F:23])[CH:19]=4)[N:14]=3)=[N:11][N:12]=2)[CH:9]=1. The product is [F:42][C:2]([F:1])([F:41])[C@H:3]([N:28]1[CH2:32][CH2:31][C@H:30]([NH2:33])[CH2:29]1)[C:4]1[CH:5]=[CH:6][C:7]2[N:8]([C:10]([C:13]3[CH:22]=[CH:21][C:20]4[C:15](=[CH:16][C:17]([O:24][CH:25]([CH3:27])[CH3:26])=[C:18]([F:23])[CH:19]=4)[N:14]=3)=[N:11][N:12]=2)[CH:9]=1. (5) The reactants are [Cl:1][C:2]1[C:11]([O:12][CH:13]([CH3:15])[CH3:14])=[CH:10][C:5]([C:6]([O:8]C)=[O:7])=[CH:4][C:3]=1[O:16][CH:17]([CH3:19])[CH3:18].[OH-].[Na+].Cl. No catalyst specified. The product is [Cl:1][C:2]1[C:11]([O:12][CH:13]([CH3:14])[CH3:15])=[CH:10][C:5]([C:6]([OH:8])=[O:7])=[CH:4][C:3]=1[O:16][CH:17]([CH3:19])[CH3:18]. The yield is 0.660. (6) The reactants are C(OCC)C.[H-].[Al+3].[Li+].[H-].[H-].[H-].[CH3:12][CH:13]([CH2:17][C:18]1[CH:23]=[CH:22][N:21]=[CH:20][CH:19]=1)[C:14]([NH2:16])=O.[OH-].[Na+]. The catalyst is C(Cl)Cl.C(OCC)(=O)C. The product is [CH3:12][CH:13]([CH2:17][C:18]1[CH:23]=[CH:22][N:21]=[CH:20][CH:19]=1)[CH2:14][NH2:16]. The yield is 0.900.